Regression. Given a peptide amino acid sequence and an MHC pseudo amino acid sequence, predict their binding affinity value. This is MHC class II binding data. From a dataset of Peptide-MHC class II binding affinity with 134,281 pairs from IEDB. (1) The peptide sequence is IKKSKALKALKTRQS. The MHC is H-2-IAd with pseudo-sequence H-2-IAd. The binding affinity (normalized) is 0.730. (2) The binding affinity (normalized) is 0.538. The peptide sequence is VLAELVKQIKVRVDM. The MHC is DRB3_0301 with pseudo-sequence DRB3_0301.